Dataset: NCI-60 drug combinations with 297,098 pairs across 59 cell lines. Task: Regression. Given two drug SMILES strings and cell line genomic features, predict the synergy score measuring deviation from expected non-interaction effect. (1) Drug 1: CC1=C2C(C(=O)C3(C(CC4C(C3C(C(C2(C)C)(CC1OC(=O)C(C(C5=CC=CC=C5)NC(=O)OC(C)(C)C)O)O)OC(=O)C6=CC=CC=C6)(CO4)OC(=O)C)O)C)O. Drug 2: C1=CC=C(C=C1)NC(=O)CCCCCCC(=O)NO. Cell line: HCT116. Synergy scores: CSS=27.4, Synergy_ZIP=-0.0781, Synergy_Bliss=0.256, Synergy_Loewe=-2.69, Synergy_HSA=-0.794. (2) Drug 1: COC1=CC(=CC(=C1O)OC)C2C3C(COC3=O)C(C4=CC5=C(C=C24)OCO5)OC6C(C(C7C(O6)COC(O7)C8=CC=CS8)O)O. Drug 2: CC1CCC2CC(C(=CC=CC=CC(CC(C(=O)C(C(C(=CC(C(=O)CC(OC(=O)C3CCCCN3C(=O)C(=O)C1(O2)O)C(C)CC4CCC(C(C4)OC)OCCO)C)C)O)OC)C)C)C)OC. Cell line: SF-268. Synergy scores: CSS=41.5, Synergy_ZIP=-1.98, Synergy_Bliss=-2.17, Synergy_Loewe=0.820, Synergy_HSA=2.60. (3) Drug 1: CN(CC1=CN=C2C(=N1)C(=NC(=N2)N)N)C3=CC=C(C=C3)C(=O)NC(CCC(=O)O)C(=O)O. Drug 2: CN1C(=O)N2C=NC(=C2N=N1)C(=O)N. Cell line: SNB-75. Synergy scores: CSS=20.3, Synergy_ZIP=-8.29, Synergy_Bliss=-1.16, Synergy_Loewe=-37.9, Synergy_HSA=-2.72.